This data is from Forward reaction prediction with 1.9M reactions from USPTO patents (1976-2016). The task is: Predict the product of the given reaction. (1) Given the reactants C(=O)([O-])O.[Na+].[S:6]=[C:7]1[NH:12][C:11]2[CH:13]=[CH:14][NH:15][C:10]=2[C:9](=[O:16])[N:8]1[C:17]1[CH:22]=[CH:21][C:20]([O:23][CH2:24][C:25]([F:28])([F:27])[F:26])=[CH:19][CH:18]=1.Cl[CH2:30][CH2:31][CH2:32][C:33](=[O:35])[CH3:34].CN(C)C=O, predict the reaction product. The product is: [O:35]=[C:33]([CH3:34])[CH2:32][CH2:31][CH2:30][S:6][C:7]1[N:8]([C:17]2[CH:18]=[CH:19][C:20]([O:23][CH2:24][C:25]([F:28])([F:27])[F:26])=[CH:21][CH:22]=2)[C:9](=[O:16])[C:10]2[NH:15][CH:14]=[CH:13][C:11]=2[N:12]=1. (2) Given the reactants [CH3:1][O:2][C:3](=[O:34])[CH:4]([O:31][CH2:32][CH3:33])[CH2:5][C:6]1[CH:11]=[CH:10][C:9]([C:12]2([CH2:15][N:16](C(OC(C)(C)C)=O)[CH2:17][CH2:18][CH2:19][CH2:20][CH2:21][CH2:22][CH3:23])[CH2:14][CH2:13]2)=[CH:8][CH:7]=1.[ClH:35], predict the reaction product. The product is: [CH3:1][O:2][C:3](=[O:34])[CH:4]([O:31][CH2:32][CH3:33])[CH2:5][C:6]1[CH:11]=[CH:10][C:9]([C:12]2([CH2:15][NH:16][CH2:17][CH2:18][CH2:19][CH2:20][CH2:21][CH2:22][CH3:23])[CH2:13][CH2:14]2)=[CH:8][CH:7]=1.[ClH:35]. (3) Given the reactants [CH3:1][C:2]1[CH:35]=[C:34]([OH:36])[C:33]2[C:31](=[O:32])[C:25]3[C:26]([OH:30])=[CH:27][C:28]([OH:29])=[C:23]4[C:24]=3[C:5](=[C:6]3[C:16]5=[C:17]4[C:18]([OH:22])=[CH:19][C:20]([OH:21])=[C:15]5[C:13](=[O:14])[C:12]4[C:11]([OH:37])=[CH:10][C:9]([CH3:38])=[CH:8][C:7]3=4)[C:4]=2[CH:3]=1, predict the reaction product. The product is: [CH3:1][C:2]1[CH:35]=[C:34]([OH:36])[C:33]2[C:31](=[O:32])[C:25]3[C:26]([OH:30])=[CH:27][C:28]([OH:29])=[C:23]4[C:17]5[C:18]([OH:22])=[CH:19][C:20]([OH:21])=[C:15]6[C:13](=[O:14])[C:12]7=[C:7]8[C:6]([C:16]=56)=[C:5]([C:24]=34)[C:4]=2[C:3]=1[C:8]8=[C:9]([CH3:38])[CH:10]=[C:11]7[OH:37]. (4) Given the reactants Br[C:2]1[N:3]=[C:4]2[C:10]([C:11](=[O:16])[C:12]([CH3:15])([CH3:14])[CH3:13])=[CH:9][N:8]([CH2:17][O:18][CH2:19][CH2:20][Si:21]([CH3:24])([CH3:23])[CH3:22])[C:5]2=[N:6][CH:7]=1.[NH2:25][C:26]1[N:31]=[CH:30][C:29]([CH2:32][OH:33])=[CH:28][CH:27]=1.C([O-])([O-])=O.[Cs+].[Cs+], predict the reaction product. The product is: [OH:33][CH2:32][C:29]1[CH:28]=[CH:27][C:26]([NH:25][C:2]2[N:3]=[C:4]3[C:10]([C:11](=[O:16])[C:12]([CH3:15])([CH3:14])[CH3:13])=[CH:9][N:8]([CH2:17][O:18][CH2:19][CH2:20][Si:21]([CH3:24])([CH3:23])[CH3:22])[C:5]3=[N:6][CH:7]=2)=[N:31][CH:30]=1. (5) Given the reactants [CH:1]1[C:14]2[CH2:13][CH2:12][C:11]3[CH:10]=[CH:9][CH:8]=[C:7]4[CH2:15][C:4]([C:5]=2[C:6]=34)=[CH:3][CH:2]=1.[Br:16]Br, predict the reaction product. The product is: [Br:16][C:2]1[CH:3]=[C:4]2[CH2:15][C:7]3[C:6]4[C:5]2=[C:14]([CH2:13][CH2:12][C:11]=4[CH:10]=[CH:9][CH:8]=3)[CH:1]=1. (6) Given the reactants I[C:2]1[CH:3]=[CH:4][C:5]2[N:6]([CH:8]=[C:9]([NH:11][C:12]([CH:14]3[CH2:16][CH2:15]3)=[O:13])[N:10]=2)[N:7]=1.[OH:17][C:18]1[CH:19]=[CH:20][C:21]([CH3:34])=[C:22]([NH:24][C:25]([C:27]2[CH:31]([CH3:32])[CH2:30][N:29]([CH3:33])[N:28]=2)=[O:26])[CH:23]=1.C(=O)([O-])[O-].[Cs+].[Cs+].CS(C)=O, predict the reaction product. The product is: [CH:14]1([C:12]([NH:11][C:9]2[N:10]=[C:5]3[CH:4]=[CH:3][C:2]([O:17][C:18]4[CH:19]=[CH:20][C:21]([CH3:34])=[C:22]([NH:24][C:25]([C:27]5[CH:31]([CH3:32])[CH2:30][N:29]([CH3:33])[N:28]=5)=[O:26])[CH:23]=4)=[N:7][N:6]3[CH:8]=2)=[O:13])[CH2:16][CH2:15]1.